Dataset: Reaction yield outcomes from USPTO patents with 853,638 reactions. Task: Predict the reaction yield, written as a fraction of the theoretical maximum amount of product (1.0 means a 100% yield; for example, 0.34 means a 34% yield). (1) The reactants are [C:1]1([N:7]=[C:8]=S)[CH:6]=[CH:5][CH:4]=[CH:3][CH:2]=1.[NH:10]([C:12]1[N:17]([CH2:18][C:19]2[CH:24]=[CH:23][C:22]([O:25][CH3:26])=[CH:21][CH:20]=2)[C:16](=[O:27])[N:15]([CH3:28])[C:14](=[O:29])[CH:13]=1)[NH2:11]. The catalyst is CN(C=O)C. The product is [CH3:26][O:25][C:22]1[CH:21]=[CH:20][C:19]([CH2:18][N:17]2[C:12]3[NH:10][N:11]=[C:8]([NH:7][C:1]4[CH:6]=[CH:5][CH:4]=[CH:3][CH:2]=4)[C:13]=3[C:14](=[O:29])[N:15]([CH3:28])[C:16]2=[O:27])=[CH:24][CH:23]=1. The yield is 0.610. (2) The reactants are [Cl:1][C:2]1[CH:3]=[C:4]2[C:9](=[CH:10][CH:11]=1)[N:8]=[C:7]([O:12][CH3:13])[C:6]([NH:14][C:15](=[O:19])OCC)=[N:5]2.[Cl:20][C:21]1[CH:26]=[CH:25][C:24]([N:27]2[CH2:32][CH2:31][NH:30][CH2:29][CH2:28]2)=[CH:23][CH:22]=1. No catalyst specified. The product is [Cl:1][C:2]1[CH:3]=[C:4]2[C:9](=[CH:10][CH:11]=1)[N:8]=[C:7]([O:12][CH3:13])[C:6]([NH:14][C:15]([N:30]1[CH2:29][CH2:28][N:27]([C:24]3[CH:23]=[CH:22][C:21]([Cl:20])=[CH:26][CH:25]=3)[CH2:32][CH2:31]1)=[O:19])=[N:5]2. The yield is 0.960. (3) The reactants are CO[C:3]1[CH:8]=[CH:7][C:6]([CH2:9][C:10](=O)[C:11](=[N:14][NH:15][C:16]2[CH:21]=[CH:20][CH:19]=[CH:18][CH:17]=2)[C:12]#[N:13])=[CH:5][CH:4]=1.[OH2:23].[NH2:24][NH2:25].[CH2:26](O)C. No catalyst specified. The product is [CH3:26][O:23][C:3]1[CH:8]=[CH:7][C:6]([CH2:9][C:10]2[C:11](=[N:14][NH:15][C:16]3[CH:21]=[CH:20][CH:19]=[CH:18][CH:17]=3)[C:12]([NH2:13])=[N:24][N:25]=2)=[CH:5][CH:4]=1. The yield is 0.920. (4) The yield is 0.690. The product is [Br:8][C:5]1[CH:6]=[CH:7][C:2]([NH:1][C:15]([NH:14][C:12](=[O:13])[O:11][CH2:9][CH3:10])=[S:16])=[N:3][CH:4]=1. The reactants are [NH2:1][C:2]1[CH:7]=[CH:6][C:5]([Br:8])=[CH:4][N:3]=1.[CH2:9]([O:11][C:12]([N:14]=[C:15]=[S:16])=[O:13])[CH3:10]. The catalyst is O1CCOCC1. (5) The reactants are [CH2:1]([N:8]1[CH:13]2[CH:14]([O:16][Si:17]([C:20]([CH3:23])([CH3:22])[CH3:21])([CH3:19])[CH3:18])[CH2:15][CH:9]1[CH2:10][C:11](=[O:24])[CH2:12]2)[C:2]1[CH:7]=[CH:6][CH:5]=[CH:4][CH:3]=1.[BH4-].[Na+]. The catalyst is CO. The product is [CH2:1]([N:8]1[CH:13]2[CH:14]([O:16][Si:17]([C:20]([CH3:22])([CH3:21])[CH3:23])([CH3:18])[CH3:19])[CH2:15][CH:9]1[CH2:10][CH:11]([OH:24])[CH2:12]2)[C:2]1[CH:3]=[CH:4][CH:5]=[CH:6][CH:7]=1. The yield is 0.900. (6) The reactants are I[C:2]1[CH:7]=[CH:6][N:5]=[C:4]2[NH:8][N:9]=[CH:10][C:3]=12.[CH3:11][C:12]([C:16]1[CH:21]=[CH:20][CH:19]=[C:18](B2OC(C)(C)C(C)(C)O2)[CH:17]=1)([CH3:15])[C:13]#[N:14].C(=O)([O-])[O-].[Na+].[Na+]. The catalyst is COCCOC.C1C=CC([P]([Pd]([P](C2C=CC=CC=2)(C2C=CC=CC=2)C2C=CC=CC=2)([P](C2C=CC=CC=2)(C2C=CC=CC=2)C2C=CC=CC=2)[P](C2C=CC=CC=2)(C2C=CC=CC=2)C2C=CC=CC=2)(C2C=CC=CC=2)C2C=CC=CC=2)=CC=1. The product is [NH:8]1[C:4]2=[N:5][CH:6]=[CH:7][C:2]([C:18]3[CH:17]=[C:16]([C:12]([CH3:15])([CH3:11])[C:13]#[N:14])[CH:21]=[CH:20][CH:19]=3)=[C:3]2[CH:10]=[N:9]1. The yield is 0.530.